The task is: Predict the product of the given reaction.. This data is from Forward reaction prediction with 1.9M reactions from USPTO patents (1976-2016). Given the reactants [C:16]1([CH3:21])[CH:17]=[CH:18][CH:19]=[CH:20][C:15]=1P([C:15]1[CH:20]=[CH:19][CH:18]=[CH:17][C:16]=1[CH3:21])[C:15]1[CH:20]=[CH:19][CH:18]=[CH:17][C:16]=1[CH3:21].[CH:23]([C:25]1[CH:30]=[CH:29][N:28]=[CH:27][CH:26]=1)=[CH2:24].C([O:34][C:35]1[CH:40]=[C:39]([N:41]([C:49]2[CH:54]=[CH:53][C:52](I)=[CH:51][CH:50]=2)[C:42]2[CH:47]=[CH:46][C:45](I)=[CH:44][CH:43]=2)[CH:38]=[CH:37][C:36]=1I)(=O)C, predict the reaction product. The product is: [OH:34][C:35]1[CH:40]=[C:39]([CH:38]=[CH:37][C:36]=1[C:19]1[CH:20]=[CH:15][C:16](/[CH:21]=[CH:23]/[C:25]2[CH:30]=[CH:29][N:28]=[CH:27][CH:26]=2)=[CH:17][CH:18]=1)[N:41]([C:49]1[CH:50]=[CH:51][C:52](/[CH:24]=[CH:23]/[C:25]2[CH:30]=[CH:29][N:28]=[CH:27][CH:26]=2)=[CH:53][CH:54]=1)[C:42]1[CH:43]=[CH:44][C:45](/[CH:24]=[CH:23]/[C:25]2[CH:30]=[CH:29][N:28]=[CH:27][CH:26]=2)=[CH:46][CH:47]=1.